From a dataset of Forward reaction prediction with 1.9M reactions from USPTO patents (1976-2016). Predict the product of the given reaction. Given the reactants [CH3:1][O:2][C:3](=[O:17])[C:4]1[CH:9]=[CH:8][C:7]([CH2:10]P(OC)(OC)=O)=[CH:6][CH:5]=1.C([N-]C(C)C)(C)C.[Li+].[O:26]([C:31]([N:33]1[CH2:38][CH2:37][C:36](=O)[CH2:35][CH2:34]1)=[O:32])[C:27]([CH3:30])([CH3:29])[CH3:28].O, predict the reaction product. The product is: [C:27]([O:26][C:31]([N:33]1[CH2:38][CH2:37][C:36](=[CH:10][C:7]2[CH:6]=[CH:5][C:4]([C:3]([O:2][CH3:1])=[O:17])=[CH:9][CH:8]=2)[CH2:35][CH2:34]1)=[O:32])([CH3:30])([CH3:28])[CH3:29].